Dataset: Reaction yield outcomes from USPTO patents with 853,638 reactions. Task: Predict the reaction yield, written as a fraction of the theoretical maximum amount of product (1.0 means a 100% yield; for example, 0.34 means a 34% yield). (1) The reactants are [O:1]=[C:2]1[CH:10]2[CH:5]([CH2:6][N:7]([C:11]([O:13][C:14]([CH3:17])([CH3:16])[CH3:15])=[O:12])[CH2:8][CH2:9]2)[CH2:4][O:3]1.[Li+].C[Si]([N-][Si](C)(C)C)(C)C.Br[C:29]1[CH:34]=[CH:33][CH:32]=[CH:31][N:30]=1. The catalyst is C1(C)C=CC=CC=1.[Cl-].[NH4+].CC(C)([P](C(C)(C)C)([Pd][P](C(C)(C)C)(C(C)(C)C)C(C)(C)C)C(C)(C)C)C. The product is [O:1]=[C:2]1[C:10]2([C:29]3[CH:34]=[CH:33][CH:32]=[CH:31][N:30]=3)[CH:5]([CH2:6][N:7]([C:11]([O:13][C:14]([CH3:17])([CH3:16])[CH3:15])=[O:12])[CH2:8][CH2:9]2)[CH2:4][O:3]1. The yield is 0.380. (2) The reactants are Cl[C:2]1C=[CH:6][C:5]([Br:8])=[CH:4][N:3]=1.[F:9][C:10]1[CH:15]=[CH:14][C:13]([C:16]([CH3:20])([CH3:19])[CH2:17][NH2:18])=[CH:12][CH:11]=1.CC[N:23](C(C)C)C(C)C. The catalyst is C1(C)C=CC=CC=1. The product is [Br:8][C:5]1[CH:4]=[N:3][C:2]([NH:18][CH2:17][C:16]([C:13]2[CH:12]=[CH:11][C:10]([F:9])=[CH:15][CH:14]=2)([CH3:20])[CH3:19])=[N:23][CH:6]=1. The yield is 0.400. (3) The reactants are Br[C:2]1[CH:23]=[CH:22][C:5]([C:6]([NH:8][S:9]([C:12]2[CH:17]=[CH:16][CH:15]=[CH:14][C:13]=2[S:18](=[O:21])(=[O:20])[NH2:19])(=[O:11])=[O:10])=[O:7])=[CH:4][N:3]=1.[CH3:24][C:25]([CH3:38])([CH3:37])[C:26]#[C:27]B(OC(C)C)OC(C)C. No catalyst specified. The product is [CH3:24][C:25]([CH3:38])([CH3:37])[C:26]#[C:27][C:2]1[CH:23]=[CH:22][C:5]([C:6]([NH:8][S:9]([C:12]2[CH:17]=[CH:16][CH:15]=[CH:14][C:13]=2[S:18](=[O:21])(=[O:20])[NH2:19])(=[O:11])=[O:10])=[O:7])=[CH:4][N:3]=1. The yield is 0.250.